Dataset: Forward reaction prediction with 1.9M reactions from USPTO patents (1976-2016). Task: Predict the product of the given reaction. (1) Given the reactants [F:1][C:2]1[CH:31]=[CH:30][C:5]([CH2:6][N:7]2[CH2:11][CH2:10][N:9]([C:12]3[CH:16]=[C:15]([C:17]([O-:19])=[O:18])[N:14]([CH2:20][C:21]4[CH:26]=[CH:25][C:24]([O:27][CH3:28])=[CH:23][CH:22]=4)[N:13]=3)[C:8]2=[O:29])=[CH:4][CH:3]=1.[OH-].[Na+], predict the reaction product. The product is: [F:1][C:2]1[CH:3]=[CH:4][C:5]([CH2:6][N:7]2[CH2:11][CH2:10][N:9]([C:12]3[CH:16]=[C:15]([C:17]([OH:19])=[O:18])[N:14]([CH2:20][C:21]4[CH:26]=[CH:25][C:24]([O:27][CH3:28])=[CH:23][CH:22]=4)[N:13]=3)[C:8]2=[O:29])=[CH:30][CH:31]=1. (2) The product is: [C:1]([O:5][C:6](=[O:18])[NH:7][C:8]1[CH:13]=[CH:12][C:11]([C:23]2[CH:24]=[CH:25][C:20]([F:19])=[CH:21][C:22]=2[O:29][CH2:30][O:31][CH3:32])=[CH:10][C:9]=1[N+:15]([O-:17])=[O:16])([CH3:4])([CH3:3])[CH3:2]. Given the reactants [C:1]([O:5][C:6](=[O:18])[NH:7][C:8]1[CH:13]=[CH:12][C:11](I)=[CH:10][C:9]=1[N+:15]([O-:17])=[O:16])([CH3:4])([CH3:3])[CH3:2].[F:19][C:20]1[CH:25]=[CH:24][C:23](B(O)O)=[C:22]([O:29][CH2:30][O:31][CH3:32])[CH:21]=1, predict the reaction product. (3) Given the reactants Br[C:2]1[CH:3]=[C:4]2[C:9]3=[C:10]([CH2:12][N:13]([C:16]([O:18][C:19]([CH3:22])([CH3:21])[CH3:20])=[O:17])[CH2:14][CH2:15][N:8]3[CH2:7][CH2:6][CH:5]2[CH:23]2[CH2:25][CH2:24]2)[CH:11]=1.[C:26](=[O:29])([O-])[O-].[Cs+].[Cs+].[CH3:32]C(C1C=C(C(C)C)C(C2C=CC=CC=2P(C2CCCCC2)C2CCCCC2)=C(C(C)C)C=1)C, predict the reaction product. The product is: [CH:23]1([CH:5]2[C:4]3[C:9]4=[C:10]([CH2:12][N:13]([C:16]([O:18][C:19]([CH3:20])([CH3:22])[CH3:21])=[O:17])[CH2:14][CH2:15][N:8]4[CH2:7][CH2:6]2)[CH:11]=[C:2]([CH2:32][O:29][CH3:26])[CH:3]=3)[CH2:24][CH2:25]1.